This data is from Reaction yield outcomes from USPTO patents with 853,638 reactions. The task is: Predict the reaction yield, written as a fraction of the theoretical maximum amount of product (1.0 means a 100% yield; for example, 0.34 means a 34% yield). (1) The reactants are [C:1]([O:5][C:6]([NH:8][CH2:9][CH2:10][O:11][CH2:12][CH2:13][C:14]([OH:16])=[O:15])=[O:7])([CH3:4])([CH3:3])[CH3:2].[C:17](OC=C)(=O)[CH3:18].[OH-].[K+]. The catalyst is [Pd].C(OCC)C. The product is [CH:17]([O:15][C:14](=[O:16])[CH2:13][CH2:12][O:11][CH2:10][CH2:9][NH:8][C:6]([O:5][C:1]([CH3:4])([CH3:2])[CH3:3])=[O:7])=[CH2:18]. The yield is 0.600. (2) The product is [CH:1]1([CH2:4][C@H:5]([NH2:12])[C:6]2[N:10]=[C:9]([CH3:11])[O:8][N:7]=2)[CH2:3][CH2:2]1. The reactants are [CH:1]1([CH2:4][C@H:5]([NH:12]C(=O)OC(C)(C)C)[C:6]2[N:10]=[C:9]([CH3:11])[O:8][N:7]=2)[CH2:3][CH2:2]1.O. The catalyst is Cl. The yield is 0.800. (3) The reactants are C(O)(C(F)(F)F)=O.[Cl:8][C:9]1[N:14]=[CH:13][C:12]([NH:15]C(=O)OC(C)(C)C)=[C:11]([C:23]2([OH:29])[CH2:28][CH2:27][CH2:26][CH2:25][CH2:24]2)[CH:10]=1. The catalyst is C(Cl)Cl. The product is [NH2:15][C:12]1[C:11]([C:23]2([OH:29])[CH2:28][CH2:27][CH2:26][CH2:25][CH2:24]2)=[CH:10][C:9]([Cl:8])=[N:14][CH:13]=1. The yield is 0.360. (4) The reactants are [Cl:1][C:2]1[C:7]2[N:8]=[C:9]([CH3:11])[S:10][C:6]=2[CH:5]=[CH:4][C:3]=1[NH2:12].[CH3:13][O:14][C:15]1[CH:16]=[C:17]([CH2:21][C:22](Cl)=[O:23])[CH:18]=[CH:19][CH:20]=1.C(N(CC)CC)C. The catalyst is C1COCC1. The product is [Cl:1][C:2]1[C:7]2[N:8]=[C:9]([CH3:11])[S:10][C:6]=2[CH:5]=[CH:4][C:3]=1[NH:12][C:22](=[O:23])[CH2:21][C:17]1[CH:18]=[CH:19][CH:20]=[C:15]([O:14][CH3:13])[CH:16]=1. The yield is 0.480. (5) The reactants are [Br:1][C@H:2]1[C@H:8]2[C@H:5]([C:6](=[O:9])[O:7]2)[CH2:4][C@H:3]1[NH:10][C:11](=[O:17])[O:12][C:13]([CH3:16])([CH3:15])[CH3:14].[BH4-].[Li+]. The catalyst is C1COCC1. The product is [Br:1][C@H:2]1[C@H:8]([OH:7])[C@H:5]([CH2:6][OH:9])[CH2:4][C@H:3]1[NH:10][C:11](=[O:17])[O:12][C:13]([CH3:15])([CH3:14])[CH3:16]. The yield is 0.990. (6) The reactants are [F:1][C:2]1[CH:7]=[CH:6][C:5]([CH2:8][CH2:9][CH2:10][NH:11][C@H:12]2[CH2:17][CH2:16][C@H:15]([C:18]3[CH:27]=[CH:26][C:21]4[NH:22][C:23](=[O:25])[O:24][C:20]=4[CH:19]=3)[CH2:14][CH2:13]2)=[CH:4][CH:3]=1.C([O-])([O-])=O.[K+].[K+].Cl.FC1C=[CH:40][C:39]([CH2:42]CCN[C@H]2CC[C@H:42]([C:39]3[CH:40]=CC4NC(=O)OC=4[CH:38]=3)CC2)=[CH:38]C=1.C(=O)C(C)C.[BH-](OC(C)=O)(OC(C)=O)OC(C)=O.[Na+]. The catalyst is C1COCC1. The product is [F:1][C:2]1[CH:7]=[CH:6][C:5]([CH2:8][CH2:9][CH2:10][N:11]([CH2:38][CH:39]([CH3:42])[CH3:40])[C@H:12]2[CH2:17][CH2:16][C@H:15]([C:18]3[CH:27]=[CH:26][C:21]4[NH:22][C:23](=[O:25])[O:24][C:20]=4[CH:19]=3)[CH2:14][CH2:13]2)=[CH:4][CH:3]=1. The yield is 0.460. (7) The reactants are [Br:1][C:2]1[CH:3]=[C:4]2[C:9](=[CH:10][CH:11]=1)[N:8]=[CH:7][N:6]=[C:5]2[C:12]1[CH:13]=[C:14]([CH:18]=[C:19]([F:21])[CH:20]=1)[C:15](O)=[O:16].CCN(C(C)C)C(C)C.CN(C(ON1N=NC2C=CC=CC1=2)=[N+](C)C)C.F[P-](F)(F)(F)(F)F.[N:55]1([C:61](=[O:63])[CH3:62])[CH2:60][CH2:59][NH:58][CH2:57][CH2:56]1. The catalyst is C(Cl)Cl. The product is [Br:1][C:2]1[CH:3]=[C:4]2[C:9](=[CH:10][CH:11]=1)[N:8]=[CH:7][N:6]=[C:5]2[C:12]1[CH:13]=[C:14]([CH:18]=[C:19]([F:21])[CH:20]=1)[C:15]([N:58]1[CH2:59][CH2:60][N:55]([C:61](=[O:63])[CH3:62])[CH2:56][CH2:57]1)=[O:16]. The yield is 0.680. (8) The reactants are [CH:1]([NH:4][CH:5]([CH3:7])C)([CH3:3])C.N#N.[Li]CCCC.FC1[C:21]([I:22])=CC=CN=1.[CH:23](OCC)=[O:24].[CH3:28][O-:29].[Na+]. The catalyst is C1COCC1.CO. The product is [I:22][C:21]1[C:3]([CH:23]=[O:24])=[C:1]([O:29][CH3:28])[N:4]=[CH:5][CH:7]=1. The yield is 0.640. (9) The reactants are C(O[C:4](=[O:32])/[CH:5]=[CH:6]/[C:7]1[C:8]([NH:23][C:24]2[C:29]([F:30])=[CH:28][CH:27]=[CH:26][C:25]=2[F:31])=[N:9][C:10](SC)=[N:11][C:12]=1[C:13]1[CH:18]=[CH:17][C:16]([F:19])=[CH:15][C:14]=1[CH3:20])C.[CH3:33][O-:34].[Na+]. The catalyst is CO. The product is [F:30][C:29]1[CH:28]=[CH:27][CH:26]=[C:25]([F:31])[C:24]=1[N:23]1[C:8]2[N:9]=[C:10]([O:34][CH3:33])[N:11]=[C:12]([C:13]3[CH:18]=[CH:17][C:16]([F:19])=[CH:15][C:14]=3[CH3:20])[C:7]=2[CH:6]=[CH:5][C:4]1=[O:32]. The yield is 0.830. (10) The reactants are Br[CH:2]([C:14]1[CH:19]=[CH:18][CH:17]=[CH:16][CH:15]=1)[C:3]([O:5][C@H:6]([C:8]1[CH:13]=[CH:12][CH:11]=[CH:10][CH:9]=1)[CH3:7])=[O:4].C(N(CC)CC)C.[C:27]1([C:33]2([OH:39])[CH2:38][CH2:37][NH:36][CH2:35][CH2:34]2)[CH:32]=[CH:31][CH:30]=[CH:29][CH:28]=1. The catalyst is C1COCC1.[I-].C([N+](CCCC)(CCCC)CCCC)CCC.C(OCC)(=O)C. The product is [OH:39][C:33]1([C:27]2[CH:32]=[CH:31][CH:30]=[CH:29][CH:28]=2)[CH2:38][CH2:37][N:36]([C@H:2]([C:14]2[CH:19]=[CH:18][CH:17]=[CH:16][CH:15]=2)[C:3]([O:5][C@H:6]([C:8]2[CH:13]=[CH:12][CH:11]=[CH:10][CH:9]=2)[CH3:7])=[O:4])[CH2:35][CH2:34]1. The yield is 0.270.